Dataset: Forward reaction prediction with 1.9M reactions from USPTO patents (1976-2016). Task: Predict the product of the given reaction. (1) Given the reactants [N:1]1[CH:6]=[CH:5][C:4]([C:7]2[CH:8]=[C:9]([NH:12]C(=O)C)[NH:10][N:11]=2)=[CH:3][CH:2]=1, predict the reaction product. The product is: [NH2:12][C:9]1[NH:10][N:11]=[C:7]([C:4]2[CH:5]=[CH:6][N:1]=[CH:2][CH:3]=2)[CH:8]=1. (2) Given the reactants [CH:1]([N:4]1[C:8]([C:9]2[N:18]=[C:17]3[N:11]([CH2:12][CH2:13][O:14][C:15]4[CH:22]=[CH:21][C:20]([S:23]([O-:26])(=O)=[O:24])=[CH:19][C:16]=43)[CH:10]=2)=[N:7][CH:6]=[N:5]1)([CH3:3])[CH3:2].[Na+].C(Cl)(=O)C(Cl)=O.CN(C=O)C.[C:39]1([NH2:45])[CH:44]=[CH:43][CH:42]=[CH:41][CH:40]=1.CCN(CC)CC, predict the reaction product. The product is: [CH:1]([N:4]1[C:8]([C:9]2[N:18]=[C:17]3[C:16]4[CH:19]=[C:20]([S:23]([NH:45][C:39]5[CH:44]=[CH:43][CH:42]=[CH:41][CH:40]=5)(=[O:26])=[O:24])[CH:21]=[CH:22][C:15]=4[O:14][CH2:13][CH2:12][N:11]3[CH:10]=2)=[N:7][CH:6]=[N:5]1)([CH3:2])[CH3:3]. (3) Given the reactants [C:1]([N:8]1[CH2:11][CH:10]([NH2:12])[CH2:9]1)([O:3][C:4]([CH3:7])([CH3:6])[CH3:5])=[O:2].[CH:13]([C:15]1[CH:24]=[CH:23][CH:22]=[CH:21][C:16]=1[C:17](OC)=O)=[O:14].[BH-](OC(C)=O)(OC(C)=O)OC(C)=O.[Na+], predict the reaction product. The product is: [O:14]=[C:13]1[C:15]2[C:16](=[CH:21][CH:22]=[CH:23][CH:24]=2)[CH2:17][N:12]1[CH:10]1[CH2:11][N:8]([C:1]([O:3][C:4]([CH3:7])([CH3:6])[CH3:5])=[O:2])[CH2:9]1. (4) Given the reactants Cl.[Cl:2][C:3]1[C:4]([CH2:15][CH3:16])=[C:5]([N:9]2[CH2:14][CH2:13][NH:12][CH2:11][CH2:10]2)[CH:6]=[CH:7][CH:8]=1.[O:17]=[C:18]1[NH:27][C:26]2[N:25]=[C:24]([O:28][CH2:29][CH2:30][CH2:31][CH:32]=O)[CH:23]=[CH:22][C:21]=2[CH:20]=[CH:19]1, predict the reaction product. The product is: [Cl:2][C:3]1[C:4]([CH2:15][CH3:16])=[C:5]([N:9]2[CH2:14][CH2:13][N:12]([CH2:32][CH2:31][CH2:30][CH2:29][O:28][C:24]3[N:25]=[C:26]4[C:21]([CH:20]=[CH:19][C:18](=[O:17])[NH:27]4)=[CH:22][CH:23]=3)[CH2:11][CH2:10]2)[CH:6]=[CH:7][CH:8]=1.